From a dataset of Forward reaction prediction with 1.9M reactions from USPTO patents (1976-2016). Predict the product of the given reaction. The product is: [CH3:8][N:9]1[CH2:15][CH2:14][O:13][C:12]2[CH:16]=[C:17]([O:20][C:21]3[CH:22]=[C:23]([CH:24]=[C:25]([O:27][C@@H:28]([CH3:32])[CH2:29][O:30][CH3:31])[CH:26]=3)[C:33]([NH:35][C:36]3[CH:40]=[CH:39][NH:38][N:37]=3)=[O:34])[CH:18]=[CH:19][C:11]=2[S:10]1(=[O:49])=[O:48]. Given the reactants FC(F)(F)C(O)=O.[CH3:8][N:9]1[CH2:15][CH2:14][O:13][C:12]2[CH:16]=[C:17]([O:20][C:21]3[CH:22]=[C:23]([C:33]([NH:35][C:36]4[CH:40]=[CH:39][N:38](C(OC(C)(C)C)=O)[N:37]=4)=[O:34])[CH:24]=[C:25]([O:27][C@@H:28]([CH3:32])[CH2:29][O:30][CH3:31])[CH:26]=3)[CH:18]=[CH:19][C:11]=2[S:10]1(=[O:49])=[O:48], predict the reaction product.